This data is from Reaction yield outcomes from USPTO patents with 853,638 reactions. The task is: Predict the reaction yield, written as a fraction of the theoretical maximum amount of product (1.0 means a 100% yield; for example, 0.34 means a 34% yield). The reactants are OC(C(F)(F)F)=O.[CH3:8][N:9]([CH3:29])[C@H:10]([C:22]1[CH:27]=[CH:26][CH:25]=[CH:24][C:23]=1[F:28])[C:11]([O:13][C@H](C1C=CC=CC=1)C)=[O:12]. The catalyst is C(O)C.[OH-].[OH-].[Pd+2]. The product is [CH3:8][N:9]([CH3:29])[C@H:10]([C:22]1[CH:27]=[CH:26][CH:25]=[CH:24][C:23]=1[F:28])[C:11]([OH:13])=[O:12]. The yield is 0.980.